This data is from Forward reaction prediction with 1.9M reactions from USPTO patents (1976-2016). The task is: Predict the product of the given reaction. (1) Given the reactants C(OC([N:8]([CH2:16][C:17]1[CH:22]=[CH:21][CH:20]=[CH:19][C:18]=1[O:23][CH2:24][CH2:25][O:26][CH3:27])C(OC(C)(C)C)=O)=O)(C)(C)C.O1CCOCC1.[ClH:34], predict the reaction product. The product is: [ClH:34].[CH3:27][O:26][CH2:25][CH2:24][O:23][C:18]1[CH:19]=[CH:20][CH:21]=[CH:22][C:17]=1[CH2:16][NH2:8]. (2) Given the reactants Br[CH2:2][C:3]1[C:8]([N+:9]([O-:11])=[O:10])=[CH:7][CH:6]=[CH:5][N:4]=1.[F:12][C:13]1[CH:18]=[C:17]([F:19])[CH:16]=[CH:15][C:14]=1[OH:20], predict the reaction product. The product is: [F:12][C:13]1[CH:18]=[C:17]([F:19])[CH:16]=[CH:15][C:14]=1[O:20][CH2:2][C:3]1[C:8]([N+:9]([O-:11])=[O:10])=[CH:7][CH:6]=[CH:5][N:4]=1. (3) Given the reactants [H-].[Na+].[Br:3][C:4]1[CH:5]=[CH:6][C:7]([N:12]2[CH2:17][CH2:16][CH2:15][CH2:14][CH:13]2[CH2:18][CH3:19])=[C:8]([CH2:10][OH:11])[CH:9]=1.[CH3:20]I, predict the reaction product. The product is: [Br:3][C:4]1[CH:5]=[CH:6][C:7]([N:12]2[CH2:17][CH2:16][CH2:15][CH2:14][CH:13]2[CH2:18][CH3:19])=[C:8]([CH2:10][O:11][CH3:20])[CH:9]=1. (4) Given the reactants [Br:1][CH2:2][C:3]1[C:8]2[S:9][C:10]3[C:15]([CH2:16]Br)=[CH:14][CH:13]=[CH:12][C:11]=3[C:7]=2[CH:6]=[CH:5][CH:4]=1.[NH2:18][C:19]([NH2:21])=[S:20], predict the reaction product. The product is: [BrH:1].[BrH:1].[C:19]([S:20][CH2:2][C:3]1[C:8]2[S:9][C:10]3[C:15]([CH2:16][S:20][C:19](=[NH:18])[NH2:21])=[CH:14][CH:13]=[CH:12][C:11]=3[C:7]=2[CH:6]=[CH:5][CH:4]=1)(=[NH:21])[NH2:18]. (5) Given the reactants [F:1][C:2]1[CH:3]=[C:4]([C:25]2[CH:26]=[CH:27][C:28]([C:31]([O:33]C)=[O:32])=[N:29][CH:30]=2)[CH:5]=[CH:6][C:7]=1[O:8][CH2:9][CH:10]1[CH2:15][CH2:14][N:13]([CH2:16][C:17]2([C:21]([F:24])([F:23])[F:22])[CH2:20][CH2:19][CH2:18]2)[CH2:12][CH2:11]1.O[Li].O, predict the reaction product. The product is: [F:1][C:2]1[CH:3]=[C:4]([C:25]2[CH:26]=[CH:27][C:28]([C:31]([OH:33])=[O:32])=[N:29][CH:30]=2)[CH:5]=[CH:6][C:7]=1[O:8][CH2:9][CH:10]1[CH2:15][CH2:14][N:13]([CH2:16][C:17]2([C:21]([F:24])([F:22])[F:23])[CH2:20][CH2:19][CH2:18]2)[CH2:12][CH2:11]1. (6) Given the reactants [CH3:1][O:2][C:3]([C:5]1([C:9]2[CH:14]=[CH:13][C:12]([NH:15][C:16]3[CH:21]=[C:20]([C:22]4[CH:27]=[CH:26][CH:25]=[CH:24][CH:23]=4)[N:19]=[C:18]([N:28]4[CH2:33][CH2:32]S[CH2:30][CH2:29]4)[N:17]=3)=[CH:11][CH:10]=2)[CH2:8][CH2:7][CH2:6]1)=[O:4].O[O:35][S:36]([O-:38])=O.[K+], predict the reaction product. The product is: [CH3:1][O:2][C:3]([C:5]1([C:9]2[CH:10]=[CH:11][C:12]([NH:15][C:16]3[CH:21]=[C:20]([C:22]4[CH:27]=[CH:26][CH:25]=[CH:24][CH:23]=4)[N:19]=[C:18]([N:28]4[CH2:29][CH2:30][S:36](=[O:38])(=[O:35])[CH2:32][CH2:33]4)[N:17]=3)=[CH:13][CH:14]=2)[CH2:8][CH2:7][CH2:6]1)=[O:4]. (7) Given the reactants [Cl-].O[NH3+:3].[C:4](=[O:7])([O-])[OH:5].[Na+].CS(C)=O.[CH3:13][C@@H:14]1[CH2:19][CH:18]([O:20][N:21]2[C:26](=[O:27])[C:25]([CH2:28][C:29]3[CH:34]=[CH:33][C:32]([C:35]4[C:36]([C:41]#[N:42])=[CH:37][CH:38]=[CH:39][CH:40]=4)=[CH:31][CH:30]=3)=[C:24]([CH2:43][CH2:44][CH3:45])[N:23]=[C:22]2[CH3:46])[CH2:17][C@H:16]([CH3:47])[O:15]1, predict the reaction product. The product is: [CH3:13][C@@H:14]1[CH2:19][CH:18]([O:20][N:21]2[C:26](=[O:27])[C:25]([CH2:28][C:29]3[CH:34]=[CH:33][C:32]([C:35]4[CH:40]=[CH:39][CH:38]=[CH:37][C:36]=4[C:41]4[NH:3][C:4](=[O:7])[O:5][N:42]=4)=[CH:31][CH:30]=3)=[C:24]([CH2:43][CH2:44][CH3:45])[N:23]=[C:22]2[CH3:46])[CH2:17][C@H:16]([CH3:47])[O:15]1. (8) Given the reactants [Cl:1][CH:2]([Cl:30])[C:3]([NH:5][C:6]12[C:24](=[O:25])[C:23]3[C:18](=[CH:19][CH:20]=[CH:21][C:22]=3[N+:26]([O-])=O)[C:7]1([OH:29])[O:8][C:9]1[CH:14]=[C:13]([CH:15]([CH3:17])[CH3:16])[CH:12]=[CH:11][C:10]=12)=[O:4].O, predict the reaction product. The product is: [NH2:26][C:22]1[CH:21]=[CH:20][CH:19]=[C:18]2[C:23]=1[C:24](=[O:25])[C:6]1([NH:5][C:3](=[O:4])[CH:2]([Cl:30])[Cl:1])[C:10]3[CH:11]=[CH:12][C:13]([CH:15]([CH3:17])[CH3:16])=[CH:14][C:9]=3[O:8][C:7]12[OH:29].